From a dataset of Forward reaction prediction with 1.9M reactions from USPTO patents (1976-2016). Predict the product of the given reaction. (1) The product is: [F:15][C:16]1[CH:17]=[C:18]([CH:19]=[CH:20][CH:21]=1)[CH2:22][NH:23][C:12]([C:10]1[S:11][C:7]([C:4]2[CH:3]=[CH:2][N:1]=[CH:6][CH:5]=2)=[CH:8][CH:9]=1)=[O:14]. Given the reactants [N:1]1[CH:6]=[CH:5][C:4]([C:7]2[S:11][C:10]([C:12]([OH:14])=O)=[CH:9][CH:8]=2)=[CH:3][CH:2]=1.[F:15][C:16]1[CH:17]=[C:18]([CH2:22][NH2:23])[CH:19]=[CH:20][CH:21]=1, predict the reaction product. (2) The product is: [Cl:1][C:2]1[CH:3]=[C:4]([F:25])[C:5]([N:20]2[CH:21]=[CH:22][CH:23]=[CH:24]2)=[C:6]([C:8]([C:10]2[CH:15]=[CH:14][CH:13]=[C:12]([O:16][CH3:17])[C:11]=2[O:18][CH3:19])=[O:9])[CH:7]=1. Given the reactants [Cl:1][C:2]1[CH:3]=[C:4]([F:25])[C:5]([N:20]2[CH:24]=[CH:23][CH:22]=[CH:21]2)=[C:6]([CH:8]([C:10]2[CH:15]=[CH:14][CH:13]=[C:12]([O:16][CH3:17])[C:11]=2[O:18][CH3:19])[OH:9])[CH:7]=1.[O-2].[Mg+2], predict the reaction product. (3) Given the reactants C1O[C:4]2([CH2:9][CH2:8][CH:7]([C:10]3[CH:15]=[CH:14][C:13]([O:16][CH2:17][CH3:18])=[C:12]([F:19])[C:11]=3[F:20])[CH2:6][CH2:5]2)[O:3]C1.C(O)=O, predict the reaction product. The product is: [F:20][C:11]1[C:12]([F:19])=[C:13]([O:16][CH2:17][CH3:18])[CH:14]=[CH:15][C:10]=1[CH:7]1[CH2:8][CH2:9][C:4](=[O:3])[CH2:5][CH2:6]1. (4) The product is: [Br:1][C:2]1[CH:11]=[CH:10][C:5]([C:6]([OH:8])([CH2:15][CH3:16])[CH2:21][CH3:22])=[CH:4][C:3]=1[CH3:12]. Given the reactants [Br:1][C:2]1[CH:11]=[CH:10][C:5]([C:6]([O:8]C)=O)=[CH:4][C:3]=1[CH3:12].[Cl-].[Na+].[CH2:15]([Mg]Br)[CH3:16].Cl.O1CC[CH2:22][CH2:21]1, predict the reaction product. (5) Given the reactants Cl[C:2]1[C:14]2[C:13]3[CH:12]=[C:11]([F:15])[CH:10]=[CH:9][C:8]=3[NH:7][C:6]=2[C:5]([C:16]#[N:17])=[CH:4][N:3]=1.CCO.[NH4+:21].[OH-:22], predict the reaction product. The product is: [NH2:21][C:2]1[C:14]2[C:13]3[CH:12]=[C:11]([F:15])[CH:10]=[CH:9][C:8]=3[NH:7][C:6]=2[C:5]([C:16]([NH2:17])=[O:22])=[CH:4][N:3]=1. (6) Given the reactants [OH-].[OH:2][CH2:3][CH2:4][CH2:5][N+:6]1[CH:10]=[CH:9][N:8]([CH3:11])[CH:7]=1.[F:12][P-:13]([F:18])([F:17])([F:16])([F:15])[F:14].[H+], predict the reaction product. The product is: [F:12][P-:13]([F:18])([F:17])([F:16])([F:15])[F:14].[OH:2][CH2:3][CH2:4][CH2:5][N+:6]1[CH:10]=[CH:9][N:8]([CH3:11])[CH:7]=1. (7) Given the reactants [CH3:1][O:2][C:3]1[CH:8]=[C:7]([O:9][CH3:10])[CH:6]=[CH:5][C:4]=1[C:11]1[C:12](=[O:26])[O:13][C:14]2[C:19]([C:20]=1[CH2:21][CH2:22][O:23][CH3:24])=[CH:18][CH:17]=[C:16]([OH:25])[CH:15]=2.N1C=CC=CC=1.[O:33](S(C(F)(F)F)(=O)=O)[S:34]([C:37]([F:40])([F:39])[F:38])(=O)=[O:35].C(OCC)(=O)C, predict the reaction product. The product is: [CH3:1][O:2][C:3]1[CH:8]=[C:7]([O:9][CH3:10])[CH:6]=[CH:5][C:4]=1[C:11]1[C:12](=[O:26])[O:13][C:14]2[C:19]([C:20]=1[CH2:21][CH2:22][O:23][CH3:24])=[CH:18][CH:17]=[C:16]([O:25][S:34]([C:37]([F:40])([F:39])[F:38])(=[O:35])=[O:33])[CH:15]=2.